This data is from Forward reaction prediction with 1.9M reactions from USPTO patents (1976-2016). The task is: Predict the product of the given reaction. (1) Given the reactants [F:1][C:2]1[CH:7]=[CH:6][C:5]([NH:8][C:9]2[N:17]=[C:16]([NH:18][NH2:19])[N:15]=[C:14]3[C:10]=2[N:11]=[CH:12][N:13]3[CH3:20])=[CH:4][CH:3]=1.[C:21]([CH:24]1[CH2:28][CH2:27][CH2:26][C:25]1=O)(=O)[CH3:22], predict the reaction product. The product is: [F:1][C:2]1[CH:7]=[CH:6][C:5]([NH:8][C:9]2[N:17]=[C:16]([N:18]3[C:21]([CH3:22])=[C:24]4[CH2:28][CH2:27][CH2:26][C:25]4=[N:19]3)[N:15]=[C:14]3[C:10]=2[N:11]=[CH:12][N:13]3[CH3:20])=[CH:4][CH:3]=1. (2) Given the reactants [F:1][C:2]([F:18])([F:17])[C:3]1[O:7][N:6]=[C:5]([C:8]2[CH:16]=[CH:15][C:11]([C:12]([OH:14])=O)=[CH:10][CH:9]=2)[N:4]=1.CCOC(C(C#N)=NOC(N1CCOCC1)=[N+](C)C)=O.F[P-](F)(F)(F)(F)F.CCN(C(C)C)C(C)C.[CH3:55][N:56]([CH3:60])[CH2:57][CH2:58][NH2:59], predict the reaction product. The product is: [CH3:55][N:56]([CH3:60])[CH2:57][CH2:58][NH:59][C:12](=[O:14])[C:11]1[CH:10]=[CH:9][C:8]([C:5]2[N:4]=[C:3]([C:2]([F:1])([F:18])[F:17])[O:7][N:6]=2)=[CH:16][CH:15]=1.